From a dataset of Full USPTO retrosynthesis dataset with 1.9M reactions from patents (1976-2016). Predict the reactants needed to synthesize the given product. (1) The reactants are: [NH2:1][C:2]1[C:6]([C:7]([NH2:9])=[O:8])=[CH:5][N:4]([C:10]2[CH:15]=[CH:14][CH:13]=[CH:12][CH:11]=2)[N:3]=1.Br[C:17]1[CH:30]=[CH:29][C:20]([C:21]([N:23]2[CH2:28][CH2:27][O:26][CH2:25][CH2:24]2)=[O:22])=[CH:19][CH:18]=1. Given the product [N:23]1([C:21]([C:20]2[CH:19]=[CH:18][C:17]([NH:1][C:2]3[C:6]([C:7]([NH2:9])=[O:8])=[CH:5][N:4]([C:10]4[CH:11]=[CH:12][CH:13]=[CH:14][CH:15]=4)[N:3]=3)=[CH:30][CH:29]=2)=[O:22])[CH2:28][CH2:27][O:26][CH2:25][CH2:24]1, predict the reactants needed to synthesize it. (2) Given the product [Cl:1][C:2]1[CH:14]=[CH:13][CH:12]=[CH:11][C:3]=1[CH2:4][C:5]1[S:9][C:8]([NH:10][C:22](=[O:23])[CH:21]([C:15]2[CH:20]=[CH:19][CH:18]=[CH:17][CH:16]=2)[C:25]2[CH:30]=[CH:29][CH:28]=[CH:27][CH:26]=2)=[N:7][CH:6]=1, predict the reactants needed to synthesize it. The reactants are: [Cl:1][C:2]1[CH:14]=[CH:13][CH:12]=[CH:11][C:3]=1[CH2:4][C:5]1[S:9][C:8]([NH2:10])=[N:7][CH:6]=1.[C:15]1([CH:21]([C:25]2[CH:30]=[CH:29][CH:28]=[CH:27][CH:26]=2)[C:22](O)=[O:23])[CH:20]=[CH:19][CH:18]=[CH:17][CH:16]=1.C(N(CC)CC)C.F[P-](F)(F)(F)(F)F.N1(OC(N(C)C)=[N+](C)C)C2N=CC=CC=2N=N1. (3) Given the product [CH2:15]([O:22][C:23]1[CH:28]=[C:27]([O:29][CH3:30])[CH:26]=[CH:25][C:24]=1[C:31]([C:33]1[CH:34]=[N:35][C:36]([O:1][CH2:2][C:3]2[N:4]=[C:5]([C:9]3[CH:14]=[CH:13][CH:12]=[CH:11][CH:10]=3)[O:6][C:7]=2[CH3:8])=[CH:37][CH:38]=1)=[O:32])[C:16]1[CH:17]=[CH:18][CH:19]=[CH:20][CH:21]=1, predict the reactants needed to synthesize it. The reactants are: [OH:1][CH2:2][C:3]1[N:4]=[C:5]([C:9]2[CH:14]=[CH:13][CH:12]=[CH:11][CH:10]=2)[O:6][C:7]=1[CH3:8].[CH2:15]([O:22][C:23]1[CH:28]=[C:27]([O:29][CH3:30])[CH:26]=[CH:25][C:24]=1[C:31]([C:33]1[CH:34]=[N:35][C:36](Cl)=[CH:37][CH:38]=1)=[O:32])[C:16]1[CH:21]=[CH:20][CH:19]=[CH:18][CH:17]=1.CN(C)C=O.[H-].[Na+].